From a dataset of Catalyst prediction with 721,799 reactions and 888 catalyst types from USPTO. Predict which catalyst facilitates the given reaction. (1) Reactant: [CH2:1]([O:4][CH2:5][CH2:6][O:7][CH2:8][CH2:9][O:10][CH2:11][CH2:12][O:13][CH2:14][CH2:15][OH:16])[CH:2]=[CH2:3].[H-].[Na+].[Si:19]([O:26][CH2:27][C:28]1[CH:33]=[CH:32][C:31]([CH2:34]I)=[CH:30][CH:29]=1)([C:22]([CH3:25])([CH3:24])[CH3:23])([CH3:21])[CH3:20]. Product: [Si:19]([O:26][CH2:27][C:28]1[CH:33]=[CH:32][C:31]([CH2:34][O:16][CH2:15][CH2:14][O:13][CH2:12][CH2:11][O:10][CH2:9][CH2:8][O:7][CH2:6][CH2:5][O:4][CH2:1][CH:2]=[CH2:3])=[CH:30][CH:29]=1)([C:22]([CH3:25])([CH3:24])[CH3:23])([CH3:21])[CH3:20]. The catalyst class is: 1. (2) Reactant: [OH:1][C:2]1[CH:3]=[CH:4][C:5]([N:8]2[CH:12]=[CH:11][C:10]([CH:13]([C:15]3[CH:32]=[CH:31][C:18]4[N:19]([CH2:23][O:24][CH2:25][CH2:26][Si:27]([CH3:30])([CH3:29])[CH3:28])[C:20](=[O:22])[S:21][C:17]=4[CH:16]=3)[CH3:14])=[N:9]2)=[N:6][CH:7]=1.C(=O)([O-])[O-].[K+].[K+].Br[CH2:40][CH2:41][CH2:42][O:43][CH:44]1[CH2:49][CH2:48][CH2:47][CH2:46][O:45]1. Product: [O:45]1[CH2:46][CH2:47][CH2:48][CH2:49][CH:44]1[O:43][CH2:42][CH2:41][CH2:40][O:1][C:2]1[CH:3]=[CH:4][C:5]([N:8]2[CH:12]=[CH:11][C:10]([CH:13]([C:15]3[CH:32]=[CH:31][C:18]4[N:19]([CH2:23][O:24][CH2:25][CH2:26][Si:27]([CH3:30])([CH3:29])[CH3:28])[C:20](=[O:22])[S:21][C:17]=4[CH:16]=3)[CH3:14])=[N:9]2)=[N:6][CH:7]=1. The catalyst class is: 10. (3) Reactant: C[O:2][C:3](=[O:21])[C:4]1[CH:9]=[C:8]([S:10]([CH3:13])(=[O:12])=[O:11])[CH:7]=[CH:6][C:5]=1[O:14][C@@H:15]([CH3:20])[C:16]([F:19])([F:18])[F:17].[OH-].[Na+]. Product: [CH3:13][S:10]([C:8]1[CH:7]=[CH:6][C:5]([O:14][C@@H:15]([CH3:20])[C:16]([F:17])([F:18])[F:19])=[C:4]([CH:9]=1)[C:3]([OH:21])=[O:2])(=[O:12])=[O:11]. The catalyst class is: 8. (4) Reactant: Br.[CH3:2][C:3]1[C:4]([C:25]2[CH:30]=[CH:29][CH:28]=[C:27]([C:31]([F:34])([F:33])[F:32])[CH:26]=2)=[N:5][C:6]2[C:11]([C:12]=1[C:13]([O:15]C)=[O:14])=[CH:10][C:9]([S:17]([CH:20]([CH3:22])[CH3:21])(=[O:19])=[O:18])=[C:8]([O:23]C)[CH:7]=2. Product: [OH:23][C:8]1[CH:7]=[C:6]2[C:11]([C:12]([C:13]([OH:15])=[O:14])=[C:3]([CH3:2])[C:4]([C:25]3[CH:30]=[CH:29][CH:28]=[C:27]([C:31]([F:33])([F:34])[F:32])[CH:26]=3)=[N:5]2)=[CH:10][C:9]=1[S:17]([CH:20]([CH3:22])[CH3:21])(=[O:19])=[O:18]. The catalyst class is: 86.